Dataset: Reaction yield outcomes from USPTO patents with 853,638 reactions. Task: Predict the reaction yield, written as a fraction of the theoretical maximum amount of product (1.0 means a 100% yield; for example, 0.34 means a 34% yield). (1) The reactants are [Mn]([O-])(=O)(=O)=O.[K+].[CH2:7]([N:14]1[C:22]2[C:21](=[O:23])[N:20]([CH2:24][C:25]3[C:34]4[C:29](=[CH:30][CH:31]=[CH:32][CH:33]=4)[CH:28]=[CH:27][CH:26]=3)[N:19]=[CH:18][C:17]=2[N:16]=[C:15]1SC)[C:8]1[CH:13]=[CH:12][CH:11]=[CH:10][CH:9]=1.[S:37]([O-:40])(O)=[O:38].[Na+].[C:42](O)(=O)C. The catalyst is O. The product is [CH2:7]([N:14]1[C:22]2[C:21](=[O:23])[N:20]([CH2:24][C:25]3[C:34]4[C:29](=[CH:30][CH:31]=[CH:32][CH:33]=4)[CH:28]=[CH:27][CH:26]=3)[N:19]=[CH:18][C:17]=2[N:16]=[C:15]1[S:37]([CH3:42])(=[O:40])=[O:38])[C:8]1[CH:13]=[CH:12][CH:11]=[CH:10][CH:9]=1. The yield is 0.557. (2) The reactants are [C:1]([O:5][C:6]([N:8]1[CH2:30][CH2:29][C:11]2[N:12]([CH:20]=[CH:21][C:22]3[CH:23]=[N:24][C:25]([CH3:28])=[CH:26][CH:27]=3)[C:13]3[CH:14]=[CH:15][C:16]([CH3:19])=[CH:17][C:18]=3[C:10]=2[CH2:9]1)=[O:7])([CH3:4])([CH3:3])[CH3:2]. The catalyst is [Pd].CO. The product is [C:1]([O:5][C:6]([N:8]1[CH2:30][CH2:29][C:11]2[N:12]([CH2:20][CH2:21][C:22]3[CH:23]=[N:24][C:25]([CH3:28])=[CH:26][CH:27]=3)[C:13]3[CH:14]=[CH:15][C:16]([CH3:19])=[CH:17][C:18]=3[C:10]=2[CH2:9]1)=[O:7])([CH3:4])([CH3:2])[CH3:3]. The yield is 0.910. (3) The reactants are [N:1]1([C:11]([O:13][C:14]([CH3:17])([CH3:16])[CH3:15])=[O:12])[CH2:6][CH2:5][CH:4]([C:7]([O:9][CH3:10])=[O:8])[CH2:3][CH2:2]1.C[Si]([N-][Si](C)(C)C)(C)C.[Na+].[CH2:28](Br)[C:29]1[CH:34]=[CH:33][CH:32]=[CH:31][CH:30]=1. The catalyst is C1COCC1. The product is [CH2:28]([C:4]1([C:7]([O:9][CH3:10])=[O:8])[CH2:3][CH2:2][N:1]([C:11]([O:13][C:14]([CH3:17])([CH3:16])[CH3:15])=[O:12])[CH2:6][CH2:5]1)[C:29]1[CH:34]=[CH:33][CH:32]=[CH:31][CH:30]=1. The yield is 0.710. (4) The reactants are Cl[C:2]1[C:7]([C:8]([F:11])([F:10])[F:9])=[CH:6][N:5]=[C:4]([NH:12][C:13]2[CH:18]=[CH:17][C:16]([P:19]([CH3:22])([CH3:21])=[O:20])=[CH:15][CH:14]=2)[N:3]=1.C(N(CC)CC)C.[C:30]12([CH2:40][NH2:41])[CH2:39][CH:34]3[CH2:35][CH:36]([CH2:38][CH:32]([CH2:33]3)[CH2:31]1)[CH2:37]2. The catalyst is C(O)C. The product is [CH3:21][P:19]([C:16]1[CH:17]=[CH:18][C:13]([NH:12][C:4]2[N:3]=[C:2]([NH:41][CH2:40][C:30]34[CH2:39][CH:34]5[CH2:33][CH:32]([CH2:38][CH:36]([CH2:35]5)[CH2:37]3)[CH2:31]4)[C:7]([C:8]([F:11])([F:10])[F:9])=[CH:6][N:5]=2)=[CH:14][CH:15]=1)([CH3:22])=[O:20]. The yield is 0.730. (5) The reactants are [F:1][C:2]1[C:3]([O:15][CH3:16])=[CH:4][C:5]([N+:12]([O-:14])=[O:13])=[C:6]([NH:8]C(=O)C)[CH:7]=1. The catalyst is O.Cl.C(O)C. The product is [F:1][C:2]1[C:3]([O:15][CH3:16])=[CH:4][C:5]([N+:12]([O-:14])=[O:13])=[C:6]([CH:7]=1)[NH2:8]. The yield is 0.290. (6) The reactants are [CH2:1]([NH:8][CH:9]([C:13]1[CH:18]=[CH:17][CH:16]=[CH:15][CH:14]=1)[C:10]([OH:12])=[O:11])[C:2]1[CH:7]=[CH:6][CH:5]=[CH:4][CH:3]=1.C1CCC(N=C=NC2CCCCC2)CC1.C1C=CC2N(O)N=NC=2C=1.[N:44]12[CH2:51][CH2:50][CH:47]([CH2:48][CH2:49]1)[C@@H:46](O)[CH2:45]2. The catalyst is C1COCC1. The product is [CH2:1]([NH:8][CH:9]([C:13]1[CH:18]=[CH:17][CH:16]=[CH:15][CH:14]=1)[C:10]([O:12][C@@H:46]1[CH:47]2[CH2:50][CH2:51][N:44]([CH2:49][CH2:48]2)[CH2:45]1)=[O:11])[C:2]1[CH:3]=[CH:4][CH:5]=[CH:6][CH:7]=1. The yield is 0.520. (7) The reactants are [OH:1][CH2:2][C:3]1[CH:11]=[C:10]2[C:6]([CH:7]=[CH:8][N:9]2[C:12]([O:14][C:15]([CH3:18])([CH3:17])[CH3:16])=[O:13])=[CH:5][CH:4]=1.I(C1C=CC=CC=1C(O)=O)(=O)=O.O. The catalyst is CS(C)=O. The product is [CH:2]([C:3]1[CH:11]=[C:10]2[C:6]([CH:7]=[CH:8][N:9]2[C:12]([O:14][C:15]([CH3:18])([CH3:17])[CH3:16])=[O:13])=[CH:5][CH:4]=1)=[O:1]. The yield is 0.420. (8) The reactants are [CH3:1][C:2]1[CH:11]=[CH:10][C:9]2[C:4](=[CH:5][CH:6]=[C:7]([C:12]([OH:14])=[O:13])[CH:8]=2)[N:3]=1.[CH3:15][O:16][C:17]1[CH:24]=[CH:23][C:20]([CH:21]=O)=[CH:19][CH:18]=1.C(OC(=O)C)(=O)C. The catalyst is [Cl-].[Zn+2].[Cl-]. The product is [CH3:15][O:16][C:17]1[CH:24]=[CH:23][C:20](/[CH:21]=[CH:1]/[C:2]2[CH:11]=[CH:10][C:9]3[C:4](=[CH:5][CH:6]=[C:7]([C:12]([OH:14])=[O:13])[CH:8]=3)[N:3]=2)=[CH:19][CH:18]=1. The yield is 0.250.